From a dataset of NCI-60 drug combinations with 297,098 pairs across 59 cell lines. Regression. Given two drug SMILES strings and cell line genomic features, predict the synergy score measuring deviation from expected non-interaction effect. (1) Drug 1: COC1=CC(=CC(=C1O)OC)C2C3C(COC3=O)C(C4=CC5=C(C=C24)OCO5)OC6C(C(C7C(O6)COC(O7)C8=CC=CS8)O)O. Drug 2: C1=C(C(=O)NC(=O)N1)N(CCCl)CCCl. Cell line: T-47D. Synergy scores: CSS=30.5, Synergy_ZIP=-13.8, Synergy_Bliss=-3.41, Synergy_Loewe=-27.9, Synergy_HSA=0.225. (2) Drug 1: C1=CC(=CC=C1C#N)C(C2=CC=C(C=C2)C#N)N3C=NC=N3. Drug 2: C1CN1C2=NC(=NC(=N2)N3CC3)N4CC4. Cell line: SF-268. Synergy scores: CSS=21.6, Synergy_ZIP=0.554, Synergy_Bliss=4.82, Synergy_Loewe=-0.395, Synergy_HSA=3.72. (3) Drug 1: C1C(C(OC1N2C=C(C(=O)NC2=O)F)CO)O. Drug 2: CCN(CC)CCCC(C)NC1=C2C=C(C=CC2=NC3=C1C=CC(=C3)Cl)OC. Cell line: HCT116. Synergy scores: CSS=55.9, Synergy_ZIP=-12.3, Synergy_Bliss=-5.76, Synergy_Loewe=-10.5, Synergy_HSA=-1.28. (4) Cell line: SR. Drug 1: C1CC(C1)(C(=O)O)C(=O)O.[NH2-].[NH2-].[Pt+2]. Synergy scores: CSS=62.6, Synergy_ZIP=0.740, Synergy_Bliss=2.72, Synergy_Loewe=-14.4, Synergy_HSA=3.35. Drug 2: C1CNP(=O)(OC1)N(CCCl)CCCl.